This data is from Full USPTO retrosynthesis dataset with 1.9M reactions from patents (1976-2016). The task is: Predict the reactants needed to synthesize the given product. (1) Given the product [CH3:3][O:4][C:5]1[CH:6]=[C:7]([CH:10]=[CH:11][C:12]=1[O:13][CH3:14])[CH2:8][O:9][CH2:19][C@H:17]([OH:18])[CH2:15][CH3:16], predict the reactants needed to synthesize it. The reactants are: [H-].[Na+].[CH3:3][O:4][C:5]1[CH:6]=[C:7]([CH:10]=[CH:11][C:12]=1[O:13][CH3:14])[CH2:8][OH:9].[CH2:15]([C@@H:17]1[CH2:19][O:18]1)[CH3:16]. (2) Given the product [CH2:1]([NH:8][C:9]([CH2:20][CH2:21][CH:22]=[CH2:23])([CH2:10][OH:11])[CH2:15][OH:16])[C:2]1[CH:7]=[CH:6][CH:5]=[CH:4][CH:3]=1, predict the reactants needed to synthesize it. The reactants are: [CH2:1]([NH:8][C:9]([CH2:20][CH2:21][CH:22]=[CH2:23])([C:15](OCC)=[O:16])[C:10](OCC)=[O:11])[C:2]1[CH:7]=[CH:6][CH:5]=[CH:4][CH:3]=1.[H-].[H-].[H-].[H-].[Li+].[Al+3].S([O-])([O-])(=O)=O.[Na+].[Na+].O. (3) Given the product [CH3:1][O:2][C:3]1[CH:11]=[C:10]2[C:6]([C:7](=[O:13])[C:8](=[O:12])[N:9]2[CH2:21][C:22]([O:24][C:25]([CH3:28])([CH3:27])[CH3:26])=[O:23])=[CH:5][CH:4]=1, predict the reactants needed to synthesize it. The reactants are: [CH3:1][O:2][C:3]1[CH:11]=[C:10]2[C:6]([C:7](=[O:13])[C:8](=[O:12])[NH:9]2)=[CH:5][CH:4]=1.C([O-])([O-])=O.[K+].[K+].Br[CH2:21][C:22]([O:24][C:25]([CH3:28])([CH3:27])[CH3:26])=[O:23]. (4) Given the product [CH2:25]([O:27][C:28]1[CH:29]=[C:30]([C:37]2[S:38][CH:39]=[C:40]([CH2:42][CH2:43][C:44]([C:46]3[CH:54]=[CH:53][CH:52]=[CH:51][C:47]=3[C:48]([N:2]([CH3:3])[CH3:1])=[O:49])=[O:45])[N:41]=2)[CH:31]=[CH:32][C:33]=1[O:34][CH2:35][CH3:36])[CH3:26], predict the reactants needed to synthesize it. The reactants are: [CH3:1][N:2](C)[CH2:3]CCN=C=NCC.ON1C2C=CC=CC=2N=N1.CNC.[CH2:25]([O:27][C:28]1[CH:29]=[C:30]([C:37]2[S:38][CH:39]=[C:40]([CH2:42][CH2:43][C:44]([C:46]3[CH:54]=[CH:53][CH:52]=[CH:51][C:47]=3[C:48](O)=[O:49])=[O:45])[N:41]=2)[CH:31]=[CH:32][C:33]=1[O:34][CH2:35][CH3:36])[CH3:26]. (5) Given the product [CH3:9][C@@H:8]1[CH2:7][CH2:6][CH2:5][N:4]([C:10]([C:12]2[CH:17]=[C:16]([CH3:18])[CH:15]=[CH:14][C:13]=2[N:19]2[CH:23]=[CH:22][CH:21]=[N:20]2)=[O:11])[C@@H:3]1[CH2:2][NH:1][C:25]1[N:26]=[N:27][C:28]([C:31]([F:34])([F:33])[F:32])=[CH:29][CH:30]=1, predict the reactants needed to synthesize it. The reactants are: [NH2:1][CH2:2][C@@H:3]1[C@H:8]([CH3:9])[CH2:7][CH2:6][CH2:5][N:4]1[C:10]([C:12]1[CH:17]=[C:16]([CH3:18])[CH:15]=[CH:14][C:13]=1[N:19]1[CH:23]=[CH:22][CH:21]=[N:20]1)=[O:11].Cl[C:25]1[N:26]=[N:27][C:28]([C:31]([F:34])([F:33])[F:32])=[CH:29][CH:30]=1. (6) Given the product [C:1]1([CH2:7][C:8]([OH:10])=[O:9])[CH:6]=[CH:5][CH:4]=[CH:3][CH:2]=1, predict the reactants needed to synthesize it. The reactants are: [C:1]1([CH2:7][C:8]([O:10]C2CCCCO2)=[O:9])[CH:6]=[CH:5][CH:4]=[CH:3][CH:2]=1.BrCCCCCBr.[H-].[Na+].Cl. (7) Given the product [NH2:6][C:5]1[CH:7]=[CH:8][C:9]([S:10]([CH2:13][CH3:14])(=[O:12])=[O:11])=[C:3]([CH:4]=1)[CH2:2][NH:1][C:15](=[O:24])[O:16][CH2:17][C:18]1[CH:23]=[CH:22][CH:21]=[CH:20][CH:19]=1, predict the reactants needed to synthesize it. The reactants are: [NH2:1][CH2:2][C:3]1[CH:4]=[C:5]([CH:7]=[CH:8][C:9]=1[S:10]([CH2:13][CH3:14])(=[O:12])=[O:11])[NH2:6].[C:15](=O)([O:24]N1C(=O)CCC1=O)[O:16][CH2:17][C:18]1[CH:23]=[CH:22][CH:21]=[CH:20][CH:19]=1.